Dataset: Catalyst prediction with 721,799 reactions and 888 catalyst types from USPTO. Task: Predict which catalyst facilitates the given reaction. Reactant: [F:1][C:2]1[CH:3]=[CH:4][C:5]([C:9]2[C:14]([C:15]3[CH:16]=[CH:17][C:18]4[N:19]([C:21]([C:24]#[N:25])=[CH:22][N:23]=4)[CH:20]=3)=[CH:13][CH:12]=[CH:11][N:10]=2)=[N:6][C:7]=1[CH3:8].C([O-])([O-])=[O:27].[K+].[K+].OO. Product: [F:1][C:2]1[CH:3]=[CH:4][C:5]([C:9]2[C:14]([C:15]3[CH:16]=[CH:17][C:18]4[N:19]([C:21]([C:24]([NH2:25])=[O:27])=[CH:22][N:23]=4)[CH:20]=3)=[CH:13][CH:12]=[CH:11][N:10]=2)=[N:6][C:7]=1[CH3:8]. The catalyst class is: 16.